From a dataset of Orexin1 receptor HTS with 218,158 compounds and 233 confirmed actives. Binary Classification. Given a drug SMILES string, predict its activity (active/inactive) in a high-throughput screening assay against a specified biological target. The compound is O(C(C(=O)Nc1n(ncc1)C1CCN(CC1)Cc1cn(nc1)CC)c1ccccc1)C. The result is 0 (inactive).